Task: Predict the reaction yield, written as a fraction of the theoretical maximum amount of product (1.0 means a 100% yield; for example, 0.34 means a 34% yield).. Dataset: Reaction yield outcomes from USPTO patents with 853,638 reactions (1) The catalyst is ClCCl. The product is [F:1][C:2]1[CH:7]=[CH:6][C:5]([C:8]2[C:16]3[C:11](=[CH:12][CH:13]=[C:14]([C:17](=[O:25])[CH2:18][C:19]4[CH:24]=[CH:23][CH:22]=[CH:21][CH:20]=4)[CH:15]=3)[N:10]([CH:26]3[CH2:31][CH2:30][CH2:29][CH2:28][O:27]3)[N:9]=2)=[CH:4][CH:3]=1. The yield is 0.510. The reactants are [F:1][C:2]1[CH:7]=[CH:6][C:5]([C:8]2[C:16]3[C:11](=[CH:12][CH:13]=[C:14]([CH:17]([OH:25])[CH2:18][C:19]4[CH:24]=[CH:23][CH:22]=[CH:21][CH:20]=4)[CH:15]=3)[N:10]([CH:26]3[CH2:31][CH2:30][CH2:29][CH2:28][O:27]3)[N:9]=2)=[CH:4][CH:3]=1.[Cr](Cl)([O-])(=O)=O.[NH+]1C=CC=CC=1. (2) The reactants are Br[C:2]1[CH:3]=[CH:4][C:5]2[S:9][C:8]([CH2:10][O:11][C:12]3[C:13]([F:22])=[C:14]([C:18]([F:21])=[CH:19][CH:20]=3)[C:15]([NH2:17])=[O:16])=[N:7][C:6]=2[CH:23]=1.O.[CH3:25][O:26][C:27]1[CH:28]=[C:29](B(O)O)[CH:30]=[CH:31][CH:32]=1.[O-]P([O-])([O-])=O.[K+].[K+].[K+]. The catalyst is CN(C=O)C.[Pd+2].C1(P(C2C=CC=CC=2)C2C=CC=CC=2)C=CC=CC=1. The product is [F:22][C:13]1[C:12]([O:11][CH2:10][C:8]2[S:9][C:5]3[CH:4]=[CH:3][C:2]([C:31]4[CH:30]=[CH:29][CH:28]=[C:27]([O:26][CH3:25])[CH:32]=4)=[CH:23][C:6]=3[N:7]=2)=[CH:20][CH:19]=[C:18]([F:21])[C:14]=1[C:15]([NH2:17])=[O:16]. The yield is 0.430. (3) The reactants are CCN(CC)CC.Cl.[S:9]1[C:13]([NH2:14])=[CH:12][N:11]=[CH:10]1.[CH3:15][C:16](OC(C)=O)=[O:17]. The catalyst is C(Cl)Cl. The product is [S:9]1[C:13]([NH:14][C:16](=[O:17])[CH3:15])=[CH:12][N:11]=[CH:10]1. The yield is 0.700. (4) The reactants are C(=O)([O-])O.[Na+].Cl[C:7]1[N:12]=[CH:11][C:10]([C:13]([O:15]C)=[O:14])=[CH:9][N:8]=1.CC1(C)C(C)(C)OB([C:25]2[CH2:30][CH2:29][N:28]([C:31]([O:33][C:34]([CH3:37])([CH3:36])[CH3:35])=[O:32])[CH2:27][CH:26]=2)O1.C1(P(C2C=CC=CC=2)C2C=CC=CC=2)C=CC=CC=1. The catalyst is COCCOC.O.C([O-])(=O)C.[Pd+2].C([O-])(=O)C. The product is [C:34]([O:33][C:31]([N:28]1[CH2:27][CH:26]=[C:25]([C:7]2[N:8]=[CH:9][C:10]([C:13]([OH:15])=[O:14])=[CH:11][N:12]=2)[CH2:30][CH2:29]1)=[O:32])([CH3:37])([CH3:35])[CH3:36]. The yield is 0.840. (5) The reactants are [N+:1]([C:4]1[CH:9]=[C:8]([C:10]([F:13])([F:12])[F:11])[CH:7]=[CH:6][C:5]=1[NH2:14])([O-:3])=[O:2].C[Si]([N-][Si](C)(C)C)(C)C.[Na+].[C:25]([O:29][C:30](O[C:30]([O:29][C:25]([CH3:28])([CH3:27])[CH3:26])=[O:31])=[O:31])([CH3:28])([CH3:27])[CH3:26]. The catalyst is C1COCC1. The product is [C:25]([O:29][C:30](=[O:31])[NH:14][C:5]1[CH:6]=[CH:7][C:8]([C:10]([F:11])([F:12])[F:13])=[CH:9][C:4]=1[N+:1]([O-:3])=[O:2])([CH3:28])([CH3:27])[CH3:26]. The yield is 0.710.